This data is from Catalyst prediction with 721,799 reactions and 888 catalyst types from USPTO. The task is: Predict which catalyst facilitates the given reaction. Reactant: C([O:8][N:9]1[C:15](=[O:16])[N:14]2[CH2:17][C@H:10]1[CH2:11][CH2:12][C@H:13]2[C:18]([NH:20][C:21]1[CH:26]=[CH:25][N:24]=[CH:23][CH:22]=1)=[O:19])C1C=CC=CC=1. Product: [OH:8][N:9]1[C:15](=[O:16])[N:14]2[CH2:17][C@H:10]1[CH2:11][CH2:12][C@H:13]2[C:18]([NH:20][C:21]1[CH:26]=[CH:25][N:24]=[CH:23][CH:22]=1)=[O:19]. The catalyst class is: 43.